This data is from Reaction yield outcomes from USPTO patents with 853,638 reactions. The task is: Predict the reaction yield, written as a fraction of the theoretical maximum amount of product (1.0 means a 100% yield; for example, 0.34 means a 34% yield). (1) The reactants are [CH3:1][CH:2]([CH3:16])[CH2:3][C:4]([C:6]1[O:7][C:8]2[CH:15]=[CH:14][CH:13]=[CH:12][C:9]=2[C:10]=1[CH3:11])=O.[NH2:17][C:18]1[CH:27]=[CH:26][C:21]([C:22]([O:24][CH3:25])=[O:23])=[CH:20][CH:19]=1.C(=O)([O-])O.[Na+].C([BH3-])#N.[Na+]. The catalyst is [Ti](Cl)(Cl)(Cl)Cl.O1CCCC1.CO.C(O)(=O)C.ClCCl.C(N(CC)CC)C. The product is [CH3:1][CH:2]([CH3:16])[CH2:3][CH:4]([NH:17][C:18]1[CH:19]=[CH:20][C:21]([C:22]([O:24][CH3:25])=[O:23])=[CH:26][CH:27]=1)[C:6]1[O:7][C:8]2[CH:15]=[CH:14][CH:13]=[CH:12][C:9]=2[C:10]=1[CH3:11]. The yield is 0.780. (2) The reactants are [CH:1]([N:14]1[CH2:17][CH:16]([OH:18])[CH2:15]1)([C:8]1[CH:13]=[CH:12][CH:11]=[CH:10][CH:9]=1)[C:2]1[CH:7]=[CH:6][CH:5]=[CH:4][CH:3]=1.[H-].[Na+].Br[CH2:22][CH2:23][O:24][CH:25]1[CH2:30][CH2:29][CH2:28][CH2:27][O:26]1.O. The catalyst is CN(C)C=O. The product is [CH:1]([N:14]1[CH2:17][CH:16]([O:18][CH2:22][CH2:23][O:24][CH:25]2[CH2:30][CH2:29][CH2:28][CH2:27][O:26]2)[CH2:15]1)([C:8]1[CH:13]=[CH:12][CH:11]=[CH:10][CH:9]=1)[C:2]1[CH:3]=[CH:4][CH:5]=[CH:6][CH:7]=1. The yield is 0.770. (3) The reactants are S(Cl)([C:4]1[CH:10]=[CH:9][C:7]([CH3:8])=[CH:6][CH:5]=1)(=O)=O.[CH3:12][CH2:13][CH:14](O[C@H]1[C@H:16](NC(C)=O)[C@@H:15](N)[CH2:14][C:13]([C:12](OCC)=O)=C1)[CH2:15][CH3:16].[N-:34]=[N+]=[N-].CP(C)C. The catalyst is C(#N)C.O. The product is [CH3:12][CH2:13][CH2:14][CH2:15][CH2:16][CH2:8][CH2:7][CH2:9][CH2:10][CH2:4][CH2:5][CH2:6][NH2:34]. The yield is 0.950. (4) The reactants are [N:1]1([C@:4]23[CH2:30][CH2:29][C@@H:28]([C:31]([CH3:33])=[CH2:32])[C@@H:5]2[C@@H:6]2[C@@:19]([CH3:22])([CH2:20][CH2:21]3)[C@@:18]3([CH3:23])[C@@H:9]([C@:10]4([CH3:27])[C@@H:15]([CH2:16][CH2:17]3)[C:14]([CH3:25])([CH3:24])[C:13](=[O:26])[CH2:12][CH2:11]4)[CH2:8][CH2:7]2)[CH2:3][CH2:2]1.[F:34][C:35]([F:48])([F:47])[S:36](O[S:36]([C:35]([F:48])([F:47])[F:34])(=[O:38])=[O:37])(=[O:38])=[O:37].C[Si]([N-][Si](C)(C)C)(C)C.[K+].[ClH:59].[Cl-].[NH4+]. The product is [F:34][C:35]([F:48])([F:47])[S:36]([O:26][C:13]1[C:14]([CH3:24])([CH3:25])[C@H:15]2[C@:10]([CH3:27])([CH2:11][CH:12]=1)[C@@H:9]1[C@:18]([CH3:23])([C@@:19]3([CH3:22])[C@H:6]([CH2:7][CH2:8]1)[C@H:5]1[C@H:28]([C:31]([CH3:33])=[CH2:32])[CH2:29][CH2:30][C@:4]1([NH:1][CH2:2][CH2:3][Cl:59])[CH2:21][CH2:20]3)[CH2:17][CH2:16]2)(=[O:38])=[O:37]. The catalyst is C1COCC1. The yield is 0.150. (5) The reactants are [CH2:1]([O:8][C:9]([NH:11][CH2:12][CH2:13][CH2:14][CH2:15][C:16]1[CH:26]=[CH:25][C:19]([O:20][CH2:21][C:22]([OH:24])=O)=[CH:18][CH:17]=1)=[O:10])[C:2]1[CH:7]=[CH:6][CH:5]=[CH:4][CH:3]=1.[NH2:27][C:28]1[CH:33]=[CH:32][CH:31]=[CH:30][CH:29]=1.C(Cl)CCl. The catalyst is CN(C1C=CN=CC=1)C.C(Cl)Cl. The product is [CH2:1]([O:8][C:9](=[O:10])[NH:11][CH2:12][CH2:13][CH2:14][CH2:15][C:16]1[CH:17]=[CH:18][C:19]([O:20][CH2:21][C:22](=[O:24])[NH:27][C:28]2[CH:33]=[CH:32][CH:31]=[CH:30][CH:29]=2)=[CH:25][CH:26]=1)[C:2]1[CH:3]=[CH:4][CH:5]=[CH:6][CH:7]=1. The yield is 0.990.